From a dataset of Full USPTO retrosynthesis dataset with 1.9M reactions from patents (1976-2016). Predict the reactants needed to synthesize the given product. The reactants are: [CH:1]([C:3]1[S:7][C:6](/[CH:8]=[CH:9]/[C:10]([NH:12][CH:13]([C:18]2[CH:23]=[CH:22][CH:21]=[C:20]([C:24]([F:27])([F:26])[F:25])[CH:19]=2)[C:14]([F:17])([F:16])[F:15])=[O:11])=[CH:5][C:4]=1[CH3:28])=[O:2].[BH4-].[Na+]. Given the product [OH:2][CH2:1][C:3]1[S:7][C:6](/[CH:8]=[CH:9]/[C:10]([NH:12][CH:13]([C:18]2[CH:23]=[CH:22][CH:21]=[C:20]([C:24]([F:27])([F:25])[F:26])[CH:19]=2)[C:14]([F:15])([F:16])[F:17])=[O:11])=[CH:5][C:4]=1[CH3:28], predict the reactants needed to synthesize it.